Predict the product of the given reaction. From a dataset of Forward reaction prediction with 1.9M reactions from USPTO patents (1976-2016). The product is: [CH:49]1([N:52]([CH2:23][C:21]2[CH:20]=[N:19][C:17]3[O:18][C:13]4[C:12]([N:25]5[CH2:26][CH2:27][O:28][CH2:29][CH2:30]5)=[N:11][C:10]([C:5]5[CH:6]=[CH:7][CH:8]=[C:9]6[C:4]=5[CH:3]=[CH:2][NH:1]6)=[N:15][C:14]=4[C:16]=3[CH:22]=2)[CH3:53])[CH2:51][CH2:50]1. Given the reactants [NH:1]1[C:9]2[C:4](=[C:5]([C:10]3[N:11]=[C:12]([N:25]4[CH2:30][CH2:29][O:28][CH2:27][CH2:26]4)[C:13]4[O:18][C:17]5[N:19]=[CH:20][C:21]([CH:23]=O)=[CH:22][C:16]=5[C:14]=4[N:15]=3)[CH:6]=[CH:7][CH:8]=2)[CH:3]=[CH:2]1.[BH3-]C#N.[Na+].[BH-](OC(C)=O)(OC(C)=O)OC(C)=O.[Na+].[CH:49]1([NH:52][CH3:53])[CH2:51][CH2:50]1, predict the reaction product.